From a dataset of NCI-60 drug combinations with 297,098 pairs across 59 cell lines. Regression. Given two drug SMILES strings and cell line genomic features, predict the synergy score measuring deviation from expected non-interaction effect. (1) Drug 1: CC1C(C(CC(O1)OC2CC(CC3=C2C(=C4C(=C3O)C(=O)C5=C(C4=O)C(=CC=C5)OC)O)(C(=O)C)O)N)O.Cl. Drug 2: C#CCC(CC1=CN=C2C(=N1)C(=NC(=N2)N)N)C3=CC=C(C=C3)C(=O)NC(CCC(=O)O)C(=O)O. Cell line: NCI-H322M. Synergy scores: CSS=7.36, Synergy_ZIP=-0.139, Synergy_Bliss=3.27, Synergy_Loewe=2.93, Synergy_HSA=2.93. (2) Drug 1: CC12CCC3C(C1CCC2OP(=O)(O)O)CCC4=C3C=CC(=C4)OC(=O)N(CCCl)CCCl.[Na+]. Drug 2: CC1C(C(CC(O1)OC2CC(CC3=C2C(=C4C(=C3O)C(=O)C5=CC=CC=C5C4=O)O)(C(=O)C)O)N)O. Cell line: RXF 393. Synergy scores: CSS=51.7, Synergy_ZIP=9.41, Synergy_Bliss=9.41, Synergy_Loewe=-30.5, Synergy_HSA=10.9.